From a dataset of Forward reaction prediction with 1.9M reactions from USPTO patents (1976-2016). Predict the product of the given reaction. (1) Given the reactants [Cl:1][C:2]1[C:3]2[C:10](I)=[CH:9][S:8][C:4]=2[N:5]=[CH:6][N:7]=1.[Cl:12][C:13]1[C:29]([CH3:30])=[C:28](B2OC(C)(C)C(C)(C)O2)[CH:27]=[CH:26][C:14]=1[O:15][Si:16]([CH:23]([CH3:25])[CH3:24])([CH:20]([CH3:22])[CH3:21])[CH:17]([CH3:19])[CH3:18].[O-]P([O-])([O-])=O.[K+].[K+].[K+].[NH4+].[Cl-], predict the reaction product. The product is: [Cl:12][C:13]1[C:29]([CH3:30])=[C:28]([C:10]2[C:3]3[C:2]([Cl:1])=[N:7][CH:6]=[N:5][C:4]=3[S:8][CH:9]=2)[CH:27]=[CH:26][C:14]=1[O:15][Si:16]([CH:23]([CH3:24])[CH3:25])([CH:17]([CH3:18])[CH3:19])[CH:20]([CH3:21])[CH3:22]. (2) Given the reactants CN(C(ON1N=NC2C=CC=NC1=2)=[N+](C)C)C.F[P-](F)(F)(F)(F)F.[NH2:25][CH2:26][C@H:27]1[N:32]([C:33]([O:35][C:36]([CH3:39])([CH3:38])[CH3:37])=[O:34])[CH2:31][C@@H:30]([CH2:40][CH2:41][C:42]2[CH:47]=[CH:46][CH:45]=[CH:44][C:43]=2[NH:48][C:49](=[O:69])[C@H:50]([CH:56]([C:63]2[CH:68]=[CH:67][CH:66]=[CH:65][CH:64]=2)[C:57]2[CH:62]=[CH:61][CH:60]=[CH:59][CH:58]=2)[NH:51][C:52]([O:54][CH3:55])=[O:53])[O:29][CH2:28]1.[C:70](O)(=[O:77])[C:71]1[CH:76]=[CH:75][CH:74]=[CH:73][CH:72]=1.N1C(C)=CC=CC=1C, predict the reaction product. The product is: [CH3:55][O:54][C:52]([NH:51][C@H:50]([C:49]([NH:48][C:43]1[CH:44]=[CH:45][CH:46]=[CH:47][C:42]=1[CH2:41][CH2:40][C@H:30]1[O:29][CH2:28][C@@H:27]([CH2:26][NH:25][C:70]([C:71]2[CH:76]=[CH:75][CH:74]=[CH:73][CH:72]=2)=[O:77])[N:32]([C:33]([O:35][C:36]([CH3:38])([CH3:39])[CH3:37])=[O:34])[CH2:31]1)=[O:69])[CH:56]([C:63]1[CH:68]=[CH:67][CH:66]=[CH:65][CH:64]=1)[C:57]1[CH:62]=[CH:61][CH:60]=[CH:59][CH:58]=1)=[O:53].